Dataset: Full USPTO retrosynthesis dataset with 1.9M reactions from patents (1976-2016). Task: Predict the reactants needed to synthesize the given product. (1) The reactants are: C(OC([N:8]1[CH2:13][CH2:12][C:11]2[C:14]([C:29](=[O:31])[NH2:30])=[C:15]([NH:17][C:18](=[O:28])[CH2:19][C:20]3[CH:25]=[CH:24][C:23]([Cl:26])=[CH:22][C:21]=3[F:27])[S:16][C:10]=2[CH2:9]1)=O)(C)(C)C.FC(F)(F)C(O)=O. Given the product [Cl:26][C:23]1[CH:24]=[CH:25][C:20]([CH2:19][C:18]([NH:17][C:15]2[S:16][C:10]3[CH2:9][NH:8][CH2:13][CH2:12][C:11]=3[C:14]=2[C:29]([NH2:30])=[O:31])=[O:28])=[C:21]([F:27])[CH:22]=1, predict the reactants needed to synthesize it. (2) The reactants are: Br[C:2]1[N:6]=[C:5]([C:7]2[CH:12]=[CH:11][C:10]([O:13][CH:14]([CH3:16])[CH3:15])=[C:9]([C:17]([F:20])([F:19])[F:18])[CH:8]=2)[S:4][N:3]=1.[CH2:21]([C:23]1[C:30](B2OC(C)(C)C(C)(C)O2)=[CH:29][CH:28]=[CH:27][C:24]=1[CH:25]=[O:26])[CH3:22].P([O-])([O-])([O-])=O.[K+].[K+].[K+].O. Given the product [CH2:21]([C:23]1[C:30]([C:2]2[N:6]=[C:5]([C:7]3[CH:12]=[CH:11][C:10]([O:13][CH:14]([CH3:16])[CH3:15])=[C:9]([C:17]([F:20])([F:19])[F:18])[CH:8]=3)[S:4][N:3]=2)=[CH:29][CH:28]=[CH:27][C:24]=1[CH:25]=[O:26])[CH3:22], predict the reactants needed to synthesize it. (3) Given the product [Cl:1][C:2]1[N:7]=[CH:6][C:5]([C:8]([N:10]2[CH2:16][CH2:15][CH2:14][N:13]([CH:17]3[CH2:20][CH2:19][CH2:18]3)[CH2:12][CH2:11]2)=[O:9])=[CH:4][CH:3]=1, predict the reactants needed to synthesize it. The reactants are: [Cl:1][C:2]1[N:7]=[CH:6][C:5]([C:8]([N:10]2[CH2:16][CH2:15][CH2:14][N:13]([CH:17]3[CH2:20][CH2:19][CH2:18]3)[CH2:12][CH2:11]2)=[O:9])=[CH:4][CH:3]=1.C(O)(=O)[C@@H]([C@H](C(O)=O)O)O.C(OC(C)=O)(C)C.[OH-].[Na+]. (4) The reactants are: Cl[C:2]1[CH:10]=[CH:9][CH:8]=[CH:7][C:3]=1[C:4]([OH:6])=[O:5].[CH2:11]([O:15][C:16]1[CH:21]=[CH:20][C:19]([OH:22])=[CH:18][CH:17]=1)[CH2:12][CH2:13][CH3:14].C(=O)([O-])[O-].[K+].[K+].Cl. Given the product [CH2:11]([O:15][C:16]1[CH:17]=[CH:18][C:19]([O:22][C:2]2[CH:10]=[CH:9][CH:8]=[CH:7][C:3]=2[C:4]([OH:6])=[O:5])=[CH:20][CH:21]=1)[CH2:12][CH2:13][CH3:14], predict the reactants needed to synthesize it. (5) Given the product [C:28]([N:23]1[CH2:22][CH2:21][C:20]2[C:25](=[CH:26][CH:27]=[C:18]([N:8]([CH2:1][C:2]3[CH:3]=[CH:4][CH:5]=[CH:6][CH:7]=3)[S:9]([C:12]3[CH:16]=[CH:15][N:14]([CH3:17])[N:13]=3)(=[O:11])=[O:10])[CH:19]=2)[CH2:24]1)(=[O:30])[CH3:29], predict the reactants needed to synthesize it. The reactants are: [CH2:1]([N:8]([C:18]1[CH:19]=[C:20]2[C:25](=[CH:26][CH:27]=1)[CH2:24][NH:23][CH2:22][CH2:21]2)[S:9]([C:12]1[CH:16]=[CH:15][N:14]([CH3:17])[N:13]=1)(=[O:11])=[O:10])[C:2]1[CH:7]=[CH:6][CH:5]=[CH:4][CH:3]=1.[C:28](O)(=[O:30])[CH3:29].F[P-](F)(F)(F)(F)F.N1(OC(N(C)C)=[N+](C)C)C2N=CC=CC=2N=N1.C(N(C(C)C)CC)(C)C. (6) Given the product [Br:1][C:2]1[CH:3]=[C:4]2[C:9](=[CH:10][CH:11]=1)[N:8]=[CH:7][CH:6]=[C:5]2[O:14][CH3:13], predict the reactants needed to synthesize it. The reactants are: [Br:1][C:2]1[CH:3]=[C:4]2[C:9](=[CH:10][CH:11]=1)[N:8]=[CH:7][CH:6]=[C:5]2Cl.[CH3:13][O-:14].[Na+]. (7) The reactants are: [F:1][C:2]1[CH:10]=[CH:9][C:5]([C:6]([OH:8])=O)=[CH:4][N:3]=1.[CH2:11]([N:15]([CH3:21])[CH2:16][CH2:17][CH2:18][CH2:19][NH2:20])[CH2:12][CH2:13][CH3:14].C1C=CC2N(O)N=NC=2C=1.CCN=C=NCCCN(C)C.CCN(C(C)C)C(C)C. Given the product [F:1][C:2]1[CH:10]=[CH:9][C:5]([C:6]([NH:20][CH2:19][CH2:18][CH2:17][CH2:16][N:15]([CH2:11][CH2:12][CH2:13][CH3:14])[CH3:21])=[O:8])=[CH:4][N:3]=1, predict the reactants needed to synthesize it. (8) Given the product [Cl:11][C:12]1[CH:13]=[C:14]([C:2]2[C:3]([CH:4]=[O:5])=[CH:6][C:7]([OH:10])=[CH:8][CH:9]=2)[CH:15]=[CH:16][C:17]=1[O:18][CH3:19], predict the reactants needed to synthesize it. The reactants are: Br[C:2]1[CH:9]=[CH:8][C:7]([OH:10])=[CH:6][C:3]=1[CH:4]=[O:5].[Cl:11][C:12]1[CH:13]=[C:14](B(O)O)[CH:15]=[CH:16][C:17]=1[O:18][CH3:19].C([O-])([O-])=O.[Na+].[Na+]. (9) Given the product [CH2:1]([O:3][CH2:4][CH2:5][N:6]1[C:10]2[CH:11]=[CH:12][CH:13]=[CH:14][C:9]=2[N:8]=[C:7]1[N:15]1[CH2:21][CH2:20][CH2:19][N:18]([CH2:22][CH2:23][C@:24]2([C:40]3[CH:45]=[CH:44][CH:43]=[CH:42][CH:41]=3)[CH2:28][CH2:27][N:26]([C:29]([C:31]3[CH:36]=[C:35]([O:37][S:56]([CH3:55])(=[O:58])=[O:57])[CH:34]=[CH:33][C:32]=3[O:38][CH3:39])=[O:30])[CH2:25]2)[CH2:17][CH2:16]1)[CH3:2], predict the reactants needed to synthesize it. The reactants are: [CH2:1]([O:3][CH2:4][CH2:5][N:6]1[C:10]2[CH:11]=[CH:12][CH:13]=[CH:14][C:9]=2[N:8]=[C:7]1[N:15]1[CH2:21][CH2:20][CH2:19][N:18]([CH2:22][CH2:23][C@:24]2([C:40]3[CH:45]=[CH:44][CH:43]=[CH:42][CH:41]=3)[CH2:28][CH2:27][N:26]([C:29]([C:31]3[CH:36]=[C:35]([OH:37])[CH:34]=[CH:33][C:32]=3[O:38][CH3:39])=[O:30])[CH2:25]2)[CH2:17][CH2:16]1)[CH3:2].C(N(C(C)C)CC)(C)C.[CH3:55][S:56](Cl)(=[O:58])=[O:57]. (10) Given the product [Cl:16][C:11]1[CH:10]=[C:9]([OH:8])[CH:14]=[C:13]([Cl:15])[C:12]=1[CH:25]=[O:26], predict the reactants needed to synthesize it. The reactants are: C([Si]([O:8][C:9]1[CH:14]=[C:13]([Cl:15])[CH:12]=[C:11]([Cl:16])[CH:10]=1)(C)C)(C)(C)C.[Li]C(CC)C.CN([CH:25]=[O:26])C.Cl.